Regression/Classification. Given a drug SMILES string, predict its absorption, distribution, metabolism, or excretion properties. Task type varies by dataset: regression for continuous measurements (e.g., permeability, clearance, half-life) or binary classification for categorical outcomes (e.g., BBB penetration, CYP inhibition). For this dataset (b3db_regression), we predict Y. From a dataset of Blood-brain barrier permeability regression values from the B3DB database. The compound is C=COCCCCOC=C. The Y is 0.120 log(BB ratio).